Dataset: Full USPTO retrosynthesis dataset with 1.9M reactions from patents (1976-2016). Task: Predict the reactants needed to synthesize the given product. (1) Given the product [NH2:1][C:2]1[C:12]([C:13]#[N:14])=[C:11]([CH2:15][N:16]2[CH2:20][CH2:19][C@@H:18]([NH:21][C:22]([O:24][C:25]([CH3:28])([CH3:26])[CH3:27])=[O:23])[CH2:17]2)[C:10]([C:29]([F:32])([F:30])[F:31])=[CH:9][C:3]=1[C:4]([OH:6])=[O:5], predict the reactants needed to synthesize it. The reactants are: [NH2:1][C:2]1[C:12]([C:13]#[N:14])=[C:11]([CH2:15][N:16]2[CH2:20][CH2:19][C@@H:18]([NH:21][C:22]([O:24][C:25]([CH3:28])([CH3:27])[CH3:26])=[O:23])[CH2:17]2)[C:10]([C:29]([F:32])([F:31])[F:30])=[CH:9][C:3]=1[C:4]([O:6]CC)=[O:5].NC1C(Br)=CC(C(F)(F)F)=CC=1C(O)=O. (2) Given the product [CH3:18][O:17][C@@H:5]([CH2:6][C:7]1[CH:8]=[CH:9][C:10]([O:13][CH2:14][CH2:15][O:35][C:32]2[CH:31]=[CH:30][C:29]([C:21]([CH3:22])([C:23]3[CH:24]=[CH:25][CH:26]=[CH:27][CH:28]=3)[CH3:20])=[CH:34][CH:33]=2)=[CH:11][CH:12]=1)[C:4]([OH:3])=[O:19], predict the reactants needed to synthesize it. The reactants are: C([O:3][C:4](=[O:19])[C@@H:5]([O:17][CH3:18])[CH2:6][C:7]1[CH:12]=[CH:11][C:10]([O:13][CH2:14][CH2:15]Br)=[CH:9][CH:8]=1)C.[CH3:20][C:21]([C:29]1[CH:34]=[CH:33][C:32]([OH:35])=[CH:31][CH:30]=1)([C:23]1[CH:28]=[CH:27][CH:26]=[CH:25][CH:24]=1)[CH3:22].CO[C@@H](CC1C=CC(OCCCOC2C=CC=CC=2)=CC=1)C(O)=O.